Dataset: Catalyst prediction with 721,799 reactions and 888 catalyst types from USPTO. Task: Predict which catalyst facilitates the given reaction. Reactant: [CH:1]([N:4]1[CH:8]=[C:7]([S:9]([CH2:12][CH:13]2[CH2:18][CH2:17][N:16](C(OC(C)(C)C)=O)[CH2:15][CH2:14]2)(=[O:11])=[O:10])[CH:6]=[N:5]1)([CH3:3])[CH3:2]. Product: [CH:1]([N:4]1[CH:8]=[C:7]([S:9]([CH2:12][CH:13]2[CH2:14][CH2:15][NH:16][CH2:17][CH2:18]2)(=[O:11])=[O:10])[CH:6]=[N:5]1)([CH3:3])[CH3:2]. The catalyst class is: 617.